Dataset: hERG potassium channel inhibition data for cardiac toxicity prediction from Karim et al.. Task: Regression/Classification. Given a drug SMILES string, predict its toxicity properties. Task type varies by dataset: regression for continuous values (e.g., LD50, hERG inhibition percentage) or binary classification for toxic/non-toxic outcomes (e.g., AMES mutagenicity, cardiotoxicity, hepatotoxicity). Dataset: herg_karim. (1) The molecule is O=C(O)C1=CCCN(C2CCC3(Cc4ccccc4Cc4ccccc43)C2)C1. The result is 0 (non-blocker). (2) The molecule is Cc1cccc(C(=O)Nc2cccc(NC(=O)c3ccccc3C(F)(F)F)c2)c1. The result is 0 (non-blocker). (3) The molecule is COc1cc(/C=C/c2nc3ccccc3c(=O)n2-c2ccccc2)ccc1-n1cnc(C)c1. The result is 1 (blocker).